Dataset: Catalyst prediction with 721,799 reactions and 888 catalyst types from USPTO. Task: Predict which catalyst facilitates the given reaction. (1) Reactant: Br[C:2]1[C:26](=[O:27])[N:25]([CH:28]2[CH2:32][CH2:31][CH2:30][CH2:29]2)[C:5]2[N:6]=[C:7]([NH:10][C:11]3[CH:16]=[CH:15][C:14]([N:17]4[CH2:22][CH:21]([CH3:23])[O:20][CH:19]([CH3:24])[CH2:18]4)=[CH:13][N:12]=3)[N:8]=[CH:9][C:4]=2[C:3]=1[CH3:33].C([Sn](CCCC)(CCCC)[C:39]([O:41][CH2:42][CH3:43])=[CH2:40])CCC. Product: [CH:28]1([N:25]2[C:5]3[N:6]=[C:7]([NH:10][C:11]4[CH:16]=[CH:15][C:14]([N:17]5[CH2:18][CH:19]([CH3:24])[O:20][CH:21]([CH3:23])[CH2:22]5)=[CH:13][N:12]=4)[N:8]=[CH:9][C:4]=3[C:3]([CH3:33])=[C:2]([C:39]([O:41][CH2:42][CH3:43])=[CH2:40])[C:26]2=[O:27])[CH2:29][CH2:30][CH2:31][CH2:32]1. The catalyst class is: 109. (2) Reactant: [CH3:1][O:2][C:3]1[CH:4]=[C:5]2[C:10](=[CH:11][C:12]=1[O:13][CH2:14][CH2:15][CH2:16][N:17]1[CH2:22][CH2:21][N:20]([CH3:23])[CH2:19][CH2:18]1)[N:9]=[CH:8][NH:7][C:6]2=O.S(Cl)([Cl:27])=O. Product: [Cl:27][C:6]1[C:5]2[C:10](=[CH:11][C:12]([O:13][CH2:14][CH2:15][CH2:16][N:17]3[CH2:22][CH2:21][N:20]([CH3:23])[CH2:19][CH2:18]3)=[C:3]([O:2][CH3:1])[CH:4]=2)[N:9]=[CH:8][N:7]=1. The catalyst class is: 3. (3) Reactant: Cl[C:2]1[C:12]([C:13]#[N:14])=[CH:11][C:5]([C:6]([O:8][CH2:9][CH3:10])=[O:7])=[C:4]([CH2:15][CH2:16][CH2:17][C:18]([O:20][CH2:21][CH3:22])=[O:19])[N:3]=1.[CH2:23]([S:30]([NH:33][C:34]([CH:36]1[CH2:41][CH2:40][NH:39][CH2:38][CH2:37]1)=[O:35])(=[O:32])=[O:31])[C:24]1[CH:29]=[CH:28][CH:27]=[CH:26][CH:25]=1. Product: [CH2:23]([S:30]([NH:33][C:34]([CH:36]1[CH2:41][CH2:40][N:39]([C:2]2[C:12]([C:13]#[N:14])=[CH:11][C:5]([C:6]([O:8][CH2:9][CH3:10])=[O:7])=[C:4]([CH2:15][CH2:16][CH2:17][C:18]([O:20][CH2:21][CH3:22])=[O:19])[N:3]=2)[CH2:38][CH2:37]1)=[O:35])(=[O:31])=[O:32])[C:24]1[CH:25]=[CH:26][CH:27]=[CH:28][CH:29]=1. The catalyst class is: 14. (4) Product: [F:1][C:2]([F:12])([C:6]1[CH:7]=[CH:8][CH:9]=[CH:10][CH:11]=1)[CH2:3][NH2:5]. Reactant: [F:1][C:2]([F:12])([C:6]1[CH:11]=[CH:10][CH:9]=[CH:8][CH:7]=1)[C:3]([NH2:5])=O. The catalyst class is: 1. (5) Product: [O:68]=[C:69]1[CH:73]=[CH:72][C:71](=[O:74])[N:1]1[CH2:2][CH2:3][CH2:4][N:5]([CH3:62])[C@H:6]([C:10]([NH:12][C@H:13]([C:17]([N:19]([C@@H:21]([C@@H:58]([CH3:61])[CH2:59][CH3:60])[C@H:22]([O:56][CH3:57])[CH2:23][C:24]([N:26]1[CH2:30][CH2:29][CH2:28][C@H:27]1[C@H:31]([O:54][CH3:55])[C@@H:32]([CH3:53])[C:33]([NH:35][C@@:36]1([C:45]([N:47]2[CH2:52][CH2:51][CH2:50][CH2:49][O:48]2)=[O:46])[CH2:38][C@@H:37]1[C:39]1[CH:44]=[CH:43][CH:42]=[CH:41][CH:40]=1)=[O:34])=[O:25])[CH3:20])=[O:18])[CH:14]([CH3:15])[CH3:16])=[O:11])[CH:7]([CH3:9])[CH3:8]. Reactant: [NH2:1][CH2:2][CH2:3][CH2:4][N:5]([CH3:62])[C@H:6]([C:10]([NH:12][C@H:13]([C:17]([N:19]([C@@H:21]([C@@H:58]([CH3:61])[CH2:59][CH3:60])[C@H:22]([O:56][CH3:57])[CH2:23][C:24]([N:26]1[CH2:30][CH2:29][CH2:28][C@H:27]1[C@H:31]([O:54][CH3:55])[C@@H:32]([CH3:53])[C:33]([NH:35][C@@:36]1([C:45]([N:47]2[CH2:52][CH2:51][CH2:50][CH2:49][O:48]2)=[O:46])[CH2:38][C@@H:37]1[C:39]1[CH:44]=[CH:43][CH:42]=[CH:41][CH:40]=1)=[O:34])=[O:25])[CH3:20])=[O:18])[CH:14]([CH3:16])[CH3:15])=[O:11])[CH:7]([CH3:9])[CH3:8].C(=O)([O-])O.[Na+].[O:68]=[C:69]1[CH:73]=[CH:72][C:71](=[O:74])N1C(OC)=O. The catalyst class is: 12. (6) Reactant: Cl.[Cl:2][C:3]1[CH:4]=[C:5]2[C:9](=[CH:10][CH:11]=1)[NH:8][CH:7]=[C:6]2[CH2:12][CH2:13][NH2:14].[C:15]1([N:21]2[C:25]([C:26](Cl)=[O:27])=[CH:24][CH:23]=[N:22]2)[CH:20]=[CH:19][CH:18]=[CH:17][CH:16]=1.C(N(CC)CC)C.C(OCC)(=O)C. The catalyst class is: 4. Product: [Cl:2][C:3]1[CH:4]=[C:5]2[C:9](=[CH:10][CH:11]=1)[NH:8][CH:7]=[C:6]2[CH2:12][CH2:13][NH:14][C:26]([C:25]1[N:21]([C:15]2[CH:16]=[CH:17][CH:18]=[CH:19][CH:20]=2)[N:22]=[CH:23][CH:24]=1)=[O:27]. (7) Reactant: [O:1]1[C:5]2[CH:6]=[CH:7][CH:8]=[CH:9][C:4]=2[CH:3]=[CH:2]1.C([Li])CCC.CON(C)[C:18]([CH:20]([NH:29][C:30]([CH:32]([NH:37][C:38](=[O:47])[O:39][CH2:40][C:41]1[CH:46]=[CH:45][CH:44]=[CH:43][CH:42]=1)[CH2:33][CH:34]([CH3:36])[CH3:35])=[O:31])[CH2:21][CH2:22][C:23]1[CH:28]=[CH:27][CH:26]=[CH:25][CH:24]=1)=[O:19]. Product: [O:1]1[C:5]2[CH:6]=[CH:7][CH:8]=[CH:9][C:4]=2[CH:3]=[C:2]1[C:18]([CH:20]([NH:29][C:30]([CH:32]([NH:37][C:38](=[O:47])[O:39][CH2:40][C:41]1[CH:42]=[CH:43][CH:44]=[CH:45][CH:46]=1)[CH2:33][CH:34]([CH3:36])[CH3:35])=[O:31])[CH2:21][CH2:22][C:23]1[CH:28]=[CH:27][CH:26]=[CH:25][CH:24]=1)=[O:19]. The catalyst class is: 28. (8) Reactant: [CH:1](=O)[C:2]1[CH:7]=[CH:6][CH:5]=[CH:4][CH:3]=1.Cl.[CH3:10][NH:11][OH:12].C(=O)(O)[O-].[Na+]. Product: [C:2]1([CH:1]=[N+:11]([CH3:10])[O-:12])[CH:7]=[CH:6][CH:5]=[CH:4][CH:3]=1. The catalyst class is: 4.